From a dataset of Peptide-MHC class I binding affinity with 185,985 pairs from IEDB/IMGT. Regression. Given a peptide amino acid sequence and an MHC pseudo amino acid sequence, predict their binding affinity value. This is MHC class I binding data. (1) The binding affinity (normalized) is 0. The peptide sequence is FLRGRAYGL. The MHC is HLA-A68:01 with pseudo-sequence HLA-A68:01. (2) The peptide sequence is SPQNHSETA. The MHC is HLA-B07:02 with pseudo-sequence HLA-B07:02. The binding affinity (normalized) is 0.00932. (3) The peptide sequence is FLPKAAYAL. The MHC is HLA-A02:01 with pseudo-sequence HLA-A02:01. The binding affinity (normalized) is 0.901. (4) The binding affinity (normalized) is 0.0847. The peptide sequence is WQQWDRQSL. The MHC is HLA-A23:01 with pseudo-sequence HLA-A23:01. (5) The MHC is HLA-A11:01 with pseudo-sequence HLA-A11:01. The peptide sequence is CTDKFSQLF. The binding affinity (normalized) is 0.0847. (6) The peptide sequence is DTEFINKFL. The MHC is HLA-A02:03 with pseudo-sequence HLA-A02:03. The binding affinity (normalized) is 0.0146. (7) The peptide sequence is SILEYAKSI. The MHC is HLA-A02:11 with pseudo-sequence HLA-A02:11. The binding affinity (normalized) is 0.633.